This data is from Full USPTO retrosynthesis dataset with 1.9M reactions from patents (1976-2016). The task is: Predict the reactants needed to synthesize the given product. (1) Given the product [CH3:9][S:10]([C:12]1[CH:17]=[CH:16][C:15]([C:2]2[CH:3]=[C:4]([CH:7]=[O:8])[S:5][CH:6]=2)=[CH:14][CH:13]=1)=[O:11], predict the reactants needed to synthesize it. The reactants are: Br[C:2]1[CH:3]=[C:4]([CH:7]=[O:8])[S:5][CH:6]=1.[CH3:9][S:10]([C:12]1[CH:17]=[CH:16][C:15](B(O)O)=[CH:14][CH:13]=1)=[O:11].C([O-])([O-])=O.[Na+].[Na+]. (2) Given the product [S:1]1[C:5]2[CH:6]=[CH:7][C:8]([C:10]3[O:12][N:22]=[C:15]([C:16]4[CH:17]=[N:18][CH:19]=[CH:20][CH:21]=4)[N:14]=3)=[CH:9][C:4]=2[N:3]=[N:2]1, predict the reactants needed to synthesize it. The reactants are: [S:1]1[C:5]2[CH:6]=[CH:7][C:8]([C:10]([OH:12])=O)=[CH:9][C:4]=2[N:3]=[N:2]1.O[N:14]=[C:15]([NH2:22])[C:16]1[CH:21]=[CH:20][CH:19]=[N:18][CH:17]=1.N. (3) Given the product [CH3:9][CH2:8][CH2:7][C@H:6]([NH:10][C@H:11]([C:13]([N:10]1[C@H:6]([C:4]([OH:5])=[O:3])[CH2:7][C@H:24]2[C@@H:25]1[CH2:26][CH2:27][CH2:28][CH2:23]2)=[O:15])[CH3:12])[C:4]([O:3][CH2:1][CH3:2])=[O:5], predict the reactants needed to synthesize it. The reactants are: [CH2:1]([O:3][C:4]([C@@H:6]([NH:10][C@H:11]([C:13]([OH:15])=O)[CH3:12])[CH2:7][CH2:8][CH3:9])=[O:5])[CH3:2].Cl.P(Cl)(Cl)(Cl)(Cl)Cl.[CH3:23][CH2:24][CH2:25][CH2:26][CH2:27][CH3:28]. (4) Given the product [C:2]([C:4]1([C:5]2[CH:10]=[CH:9][N:8]=[CH:7][CH:6]=2)[CH2:23][CH2:22][N:14]([C:15]([O:16][C:17]([CH3:19])([CH3:18])[CH3:20])=[O:21])[CH2:13][CH2:12]1)#[N:3], predict the reactants needed to synthesize it. The reactants are: Cl.[C:2]([CH2:4][C:5]1[CH:10]=[CH:9][NH+:8]=[CH:7][CH:6]=1)#[N:3].Cl[CH2:12][CH2:13][N:14]([CH2:22][CH2:23]Cl)[C:15](=[O:21])[O:16][C:17]([CH3:20])([CH3:19])[CH3:18].C(=O)([O-])[O-].[Cs+].[Cs+].CS(C)=O. (5) Given the product [CH3:12][C:8]1[C:6]2[N:7]=[C:2]([C:40]3[CH:41]=[C:42]4[CH:48]=[CH:47][NH:46][C:43]4=[N:44][CH:45]=3)[N:3]=[C:4]([N:13]3[CH2:18][CH2:17][O:16][CH2:15][CH2:14]3)[C:5]=2[S:10][C:9]=1[C:27]1[CH:26]=[CH:25][CH:24]=[C:23]([S:20]([CH3:19])(=[O:22])=[O:21])[CH:28]=1, predict the reactants needed to synthesize it. The reactants are: Cl[C:2]1[N:3]=[C:4]([N:13]2[CH2:18][CH2:17][O:16][CH2:15][CH2:14]2)[C:5]2[S:10][C:9](I)=[C:8]([CH3:12])[C:6]=2[N:7]=1.[CH3:19][S:20]([C:23]1[CH:24]=[C:25](B(O)O)[CH:26]=[CH:27][CH:28]=1)(=[O:22])=[O:21].CC1(C)C(C)(C)OB([C:40]2[CH:41]=[C:42]3[CH:48]=[CH:47][NH:46][C:43]3=[N:44][CH:45]=2)O1.